This data is from Catalyst prediction with 721,799 reactions and 888 catalyst types from USPTO. The task is: Predict which catalyst facilitates the given reaction. (1) Reactant: [F:1][C:2]1[CH:3]=[C:4]([C@@H:9]([CH:13]2[CH2:18][CH2:17][S:16](=[O:20])(=[O:19])[CH2:15][CH2:14]2)[CH2:10][CH2:11][OH:12])[CH:5]=[C:6]([F:8])[CH:7]=1.CC(OI1(OC(C)=O)(OC(C)=O)OC(=O)C2C=CC=CC1=2)=O. Product: [F:8][C:6]1[CH:5]=[C:4]([C@@H:9]([CH:13]2[CH2:14][CH2:15][S:16](=[O:20])(=[O:19])[CH2:17][CH2:18]2)[CH2:10][CH:11]=[O:12])[CH:3]=[C:2]([F:1])[CH:7]=1. The catalyst class is: 4. (2) Reactant: Br[C:2]1[C:10]([CH3:11])=[CH:9][C:5]([C:6]([OH:8])=[O:7])=[CH:4][C:3]=1[CH3:12].C([Li])CCC.CN([CH:21]=[O:22])C.Cl. Product: [CH:21]([C:2]1[C:10]([CH3:11])=[CH:9][C:5]([C:6]([OH:8])=[O:7])=[CH:4][C:3]=1[CH3:12])=[O:22]. The catalyst class is: 1. (3) Reactant: [CH3:1][C:2]1[CH:3]=[C:4]2[N:18]=[C:17]3[C:10](=[N:11][C:12]([NH:14][C:15]3=[O:16])=[O:13])[N:9]([CH2:19][C@H:20]([OH:27])[C@H](O)[C@H](O)CO)[C:5]2=[CH:6][C:7]=1[CH3:8].I(O)(O)(O)(O)(O)=O.C(=O)([O-])[O-].[Na+].[Na+]. Product: [CH3:1][C:2]1[C:7]([CH3:8])=[CH:6][C:5]2[N:9]([CH2:19][CH:20]=[O:27])[C:10]3[C:17]([C:15](=[O:16])[NH:14][C:12](=[O:13])[N:11]=3)=[N:18][C:4]=2[CH:3]=1. The catalyst class is: 445.